This data is from Catalyst prediction with 721,799 reactions and 888 catalyst types from USPTO. The task is: Predict which catalyst facilitates the given reaction. (1) Reactant: [NH2:1][C:2]1[CH:3]=[C:4]([CH:21]=[CH:22][C:23]=1[F:24])[O:5][C:6]1[N:11]=[C:10]2[S:12][C:13]([NH:15][C:16]([CH:18]3[CH2:20][CH2:19]3)=[O:17])=[N:14][C:9]2=[CH:8][CH:7]=1.C(OC([NH:32][CH:33]([C:37]1[CH:42]=[CH:41][CH:40]=[CH:39][CH:38]=1)[C:34](O)=[O:35])=O)(C)(C)C.F[P-](F)(F)(F)(F)F.N1(OC(N(C)C)=[N+](C)C)C2N=CC=CC=2N=N1. Product: [NH2:32][CH:33]([C:37]1[CH:42]=[CH:41][CH:40]=[CH:39][CH:38]=1)[C:34]([NH:1][C:2]1[CH:3]=[C:4]([CH:21]=[CH:22][C:23]=1[F:24])[O:5][C:6]1[N:11]=[C:10]2[S:12][C:13]([NH:15][C:16]([CH:18]3[CH2:20][CH2:19]3)=[O:17])=[N:14][C:9]2=[CH:8][CH:7]=1)=[O:35]. The catalyst class is: 300. (2) Reactant: [Si]([O:8][C:9]1[CH:10]=[C:11]([S:15][C:16]2[CH:21]=[CH:20][N:19]=[C:18]([NH:22][C:23]3[S:24][CH:25]=[C:26]([CH3:28])[N:27]=3)[CH:17]=2)[CH:12]=[CH:13][CH:14]=1)(C(C)(C)C)(C)C.C1COCC1.Cl. Product: [CH3:28][C:26]1[N:27]=[C:23]([NH:22][C:18]2[CH:17]=[C:16]([S:15][C:11]3[CH:10]=[C:9]([OH:8])[CH:14]=[CH:13][CH:12]=3)[CH:21]=[CH:20][N:19]=2)[S:24][CH:25]=1. The catalyst class is: 6. (3) Reactant: [CH:1]1[C:6]([N+:7]([O-:9])=[O:8])=[CH:5][C:4]([Cl:10])=[C:3]([NH:11][C:12]([C:14]2[CH:15]=[C:16]([Cl:21])[CH:17]=[CH:18][C:19]=2[OH:20])=[O:13])[CH:2]=1.C1C=CC(P(C2C=CC=CC=2)C2C=CC=CC=2)=CC=1.O[CH:42]1[CH2:47][CH2:46][N:45]([C:48]([O:50][C:51]([CH3:54])([CH3:53])[CH3:52])=[O:49])[CH2:44][CH2:43]1.CC(OC(/N=N/C(OC(C)C)=O)=O)C. Product: [C:51]([O:50][C:48]([N:45]1[CH2:46][CH2:47][CH:42]([O:20][C:19]2[CH:18]=[CH:17][C:16]([Cl:21])=[CH:15][C:14]=2[C:12](=[O:13])[NH:11][C:3]2[CH:2]=[CH:1][C:6]([N+:7]([O-:9])=[O:8])=[CH:5][C:4]=2[Cl:10])[CH2:43][CH2:44]1)=[O:49])([CH3:54])([CH3:52])[CH3:53]. The catalyst class is: 1. (4) Product: [CH3:18][S:10][C:9]([NH:8][C:11]1[CH:16]=[CH:15][CH:14]=[CH:13][CH:12]=1)=[C:2]([C:1]#[N:5])[C:3]#[N:4]. Reactant: [C:1](#[N:5])[CH2:2][C:3]#[N:4].[H-].[Na+].[N:8]([C:11]1[CH:16]=[CH:15][CH:14]=[CH:13][CH:12]=1)=[C:9]=[S:10].I[CH3:18]. The catalyst class is: 18. (5) Reactant: C(OC([N:8]1[CH2:13][CH2:12][C@:11]([O:26][CH2:27][CH2:28][O:29][CH3:30])([C:14]2[CH:19]=[CH:18][C:17]([CH2:20][O:21][CH2:22][CH2:23][O:24][CH3:25])=[CH:16][CH:15]=2)[C@@H:10]([O:31][CH2:32][C:33]2[CH:34]=[CH:35][C:36]3[O:41][CH2:40][CH2:39][N:38]([CH2:42][CH2:43][CH2:44][O:45][CH3:46])[C:37]=3[CH:47]=2)[CH2:9]1)=O)(C)(C)C.C(O)(C(F)(F)F)=O. Product: [CH3:30][O:29][CH2:28][CH2:27][O:26][C@:11]1([C:14]2[CH:15]=[CH:16][C:17]([CH2:20][O:21][CH2:22][CH2:23][O:24][CH3:25])=[CH:18][CH:19]=2)[CH2:12][CH2:13][NH:8][CH2:9][C@@H:10]1[O:31][CH2:32][C:33]1[CH:34]=[CH:35][C:36]2[O:41][CH2:40][CH2:39][N:38]([CH2:42][CH2:43][CH2:44][O:45][CH3:46])[C:37]=2[CH:47]=1. The catalyst class is: 2. (6) Product: [CH3:24][O:25][C:26](=[O:35])[C:27]1[CH:28]=[C:29]([NH2:34])[CH:30]=[C:31]([N:33]2[C:11]([CH3:12])=[CH:10][CH:9]=[C:8]2[C:6]2[CH:7]=[C:2]([CH3:1])[CH:3]=[CH:4][C:5]=2[O:15][CH2:16][C:17]2[CH:22]=[CH:21][C:20]([F:23])=[CH:19][CH:18]=2)[CH:32]=1. The catalyst class is: 296. Reactant: [CH3:1][C:2]1[CH:3]=[CH:4][C:5]([O:15][CH2:16][C:17]2[CH:22]=[CH:21][C:20]([F:23])=[CH:19][CH:18]=2)=[C:6]([C:8](=O)[CH2:9][CH2:10][C:11](=O)[CH3:12])[CH:7]=1.[CH3:24][O:25][C:26](=[O:35])[C:27]1[CH:32]=[C:31]([NH2:33])[CH:30]=[C:29]([NH2:34])[CH:28]=1.CC1C=CC(S(O)(=O)=O)=CC=1.